From a dataset of Full USPTO retrosynthesis dataset with 1.9M reactions from patents (1976-2016). Predict the reactants needed to synthesize the given product. (1) Given the product [CH2:6]([O:5][P:4]([C:9]1[CH:14]=[C:13]([Br:16])[CH:12]=[CH:11][C:10]=1[NH2:15])(=[O:8])[O:3][CH2:1][CH3:2])[CH3:7], predict the reactants needed to synthesize it. The reactants are: [CH2:1]([O:3][P:4]([C:9]1[CH:14]=[CH:13][CH:12]=[CH:11][C:10]=1[NH2:15])(=[O:8])[O:5][CH2:6][CH3:7])[CH3:2].[Br:16]Br.C(=O)(O)[O-].[Na+]. (2) Given the product [C:1]([O:5][C:6]([NH:8][C@H:9]([CH2:22][O:23][C:39]1[CH:40]=[CH:41][CH:44]=[C:45]([CH:29]=[CH2:30])[CH:46]=1)[CH2:10][CH2:11][C:12]([O:14][CH2:15][C:16]1[CH:17]=[CH:18][CH:19]=[CH:20][CH:21]=1)=[O:13])=[O:7])([CH3:4])([CH3:3])[CH3:2], predict the reactants needed to synthesize it. The reactants are: [C:1]([O:5][C:6]([NH:8][C@H:9]([CH2:22][OH:23])[CH2:10][CH2:11][C:12]([O:14][CH2:15][C:16]1[CH:21]=[CH:20][CH:19]=[CH:18][CH:17]=1)=[O:13])=[O:7])([CH3:4])([CH3:3])[CH3:2].C(N([CH2:29][CH3:30])CC)C.S(Cl)(C)(=O)=O.[Cl-].[Li+].O[C:39]1[CH:40]=[C:41]([CH:44]=[CH:45][C:46]=1I)C#N.C(=O)([O-])[O-].[K+].[K+].[I-].[K+]. (3) Given the product [C:14]([C:13]1[N:18]=[C:8]([C:5]2[CH:4]=[CH:3][C:2]([Cl:1])=[N:7][CH:6]=2)[O:9][N:12]=1)([CH3:17])([CH3:16])[CH3:15], predict the reactants needed to synthesize it. The reactants are: [Cl:1][C:2]1[N:7]=[CH:6][C:5]([C:8](Cl)=[O:9])=[CH:4][CH:3]=1.O[NH:12][C:13](=[NH:18])[C:14]([CH3:17])([CH3:16])[CH3:15]. (4) Given the product [C:1]([C:4]1[CH:9]=[C:8]([O:10][C:11]2[CH:12]=[C:13]3[C:18](=[CH:19][CH:20]=2)[C:17]([C:21]([Cl:26])=[O:23])=[CH:16][CH:15]=[CH:14]3)[CH:7]=[CH:6][N:5]=1)(=[O:3])[NH2:2], predict the reactants needed to synthesize it. The reactants are: [C:1]([C:4]1[CH:9]=[C:8]([O:10][C:11]2[CH:12]=[C:13]3[C:18](=[CH:19][CH:20]=2)[C:17]([C:21]([OH:23])=O)=[CH:16][CH:15]=[CH:14]3)[CH:7]=[CH:6][N:5]=1)(=[O:3])[NH2:2].O=S(Cl)[Cl:26].